This data is from Full USPTO retrosynthesis dataset with 1.9M reactions from patents (1976-2016). The task is: Predict the reactants needed to synthesize the given product. (1) Given the product [Cl:12][C:9]1[CH:8]=[CH:7][C:6]([C@@H:2]([NH:1][C:37]([C:22]2([CH2:21][NH:20][C:18](=[O:19])[O:17][C:13]([CH3:15])([CH3:14])[CH3:16])[CH2:23][CH2:24][N:25]([C:28]3[C:29]4[CH:36]=[CH:35][NH:34][C:30]=4[N:31]=[CH:32][N:33]=3)[CH2:26][CH2:27]2)=[O:38])[CH2:3][CH2:4][OH:5])=[CH:11][CH:10]=1, predict the reactants needed to synthesize it. The reactants are: [NH2:1][C@H:2]([C:6]1[CH:11]=[CH:10][C:9]([Cl:12])=[CH:8][CH:7]=1)[CH2:3][CH2:4][OH:5].[C:13]([O:17][C:18]([NH:20][CH2:21][C:22]1([C:37](O)=[O:38])[CH2:27][CH2:26][N:25]([C:28]2[C:29]3[CH:36]=[CH:35][NH:34][C:30]=3[N:31]=[CH:32][N:33]=2)[CH2:24][CH2:23]1)=[O:19])([CH3:16])([CH3:15])[CH3:14].CCN(C(C)C)C(C)C.F[P-](F)(F)(F)(F)F.N1(OC(N(C)C)=[N+](C)C)C2N=CC=CC=2N=N1. (2) Given the product [Br:1][CH2:2][CH2:3][O:4][C:5]1[CH:6]=[CH:7][C:8]([CH2:9][NH:10][C:11]2[N:16]=[C:15]([O:17][CH2:18][C:19]([F:22])([F:21])[F:20])[N:14]=[C:13]([NH:23][C:24]3[CH:25]=[CH:26][C:27]([C:28]([NH:35][CH2:36][CH2:37][CH2:38][CH2:39][NH:40][C:41](=[O:47])[O:42][C:43]([CH3:44])([CH3:46])[CH3:45])=[O:29])=[CH:31][CH:32]=3)[N:12]=2)=[CH:33][CH:34]=1, predict the reactants needed to synthesize it. The reactants are: [Br:1][CH2:2][CH2:3][O:4][C:5]1[CH:34]=[CH:33][C:8]([CH2:9][NH:10][C:11]2[N:16]=[C:15]([O:17][CH2:18][C:19]([F:22])([F:21])[F:20])[N:14]=[C:13]([NH:23][C:24]3[CH:32]=[CH:31][C:27]([C:28](O)=[O:29])=[CH:26][CH:25]=3)[N:12]=2)=[CH:7][CH:6]=1.[NH2:35][CH2:36][CH2:37][CH2:38][CH2:39][NH:40][C:41](=[O:47])[O:42][C:43]([CH3:46])([CH3:45])[CH3:44].CN(C(ON1N=NC2C=CC=NC1=2)=[N+](C)C)C.F[P-](F)(F)(F)(F)F. (3) The reactants are: [C:1]([O:5][C:6]([N:8]([CH3:10])[NH2:9])=[O:7])([CH3:4])([CH3:3])[CH3:2].[F:11][C:12]1[CH:13]=[CH:14][C:15]([C:21]([F:24])([F:23])[F:22])=[C:16](B(O)O)[CH:17]=1.C(N(CC)CC)C. Given the product [C:1]([O:5][C:6]([N:8]([CH3:10])[NH:9][C:16]1[CH:17]=[C:12]([F:11])[CH:13]=[CH:14][C:15]=1[C:21]([F:22])([F:23])[F:24])=[O:7])([CH3:4])([CH3:3])[CH3:2], predict the reactants needed to synthesize it. (4) Given the product [OH:1][C:2]1[CH:10]=[CH:9][C:8]([N+:11]([O-:13])=[O:12])=[CH:7][C:3]=1[C:4]([O:6][CH2:25][CH3:26])=[O:5], predict the reactants needed to synthesize it. The reactants are: [OH:1][C:2]1[CH:10]=[CH:9][C:8]([N+:11]([O-:13])=[O:12])=[CH:7][C:3]=1[C:4]([OH:6])=[O:5].S(=O)(=O)(O)O.C(=O)(O)[O-].[Na+].O.[CH2:25](O)[CH3:26]. (5) Given the product [C:29]([C:26]1[CH:25]=[CH:24][C:23]([CH2:22][N:11]([S:8]([C:5]2[CH:6]=[CH:7][C:2]([Cl:1])=[CH:3][CH:4]=2)(=[O:9])=[O:10])[C@@H:12]2[CH2:17][CH2:16][CH2:15][CH2:14][C@@H:13]2[C:18]([NH2:20])=[O:19])=[CH:28][CH:27]=1)([CH3:32])([CH3:30])[CH3:31], predict the reactants needed to synthesize it. The reactants are: [Cl:1][C:2]1[CH:7]=[CH:6][C:5]([S:8]([NH:11][C@@H:12]2[CH2:17][CH2:16][CH2:15][CH2:14][C@@H:13]2[C:18]([NH2:20])=[O:19])(=[O:10])=[O:9])=[CH:4][CH:3]=1.Br[CH2:22][C:23]1[CH:28]=[CH:27][C:26]([C:29]([CH3:32])([CH3:31])[CH3:30])=[CH:25][CH:24]=1. (6) Given the product [F:21][C:2]([F:1])([F:20])[C:3]1[CH:7]=[C:6]([C:8]([F:9])([F:11])[F:10])[N:5]([C:12]2[CH:19]=[CH:18][C:15]([CH:16]=[C:31]([C:30](=[O:34])[C:24]3[CH:25]=[CH:26][CH:27]=[C:28]([F:29])[C:23]=3[F:22])[C:32]#[N:33])=[CH:14][CH:13]=2)[N:4]=1, predict the reactants needed to synthesize it. The reactants are: [F:1][C:2]([F:21])([F:20])[C:3]1[CH:7]=[C:6]([C:8]([F:11])([F:10])[F:9])[N:5]([C:12]2[CH:19]=[CH:18][C:15]([CH:16]=O)=[CH:14][CH:13]=2)[N:4]=1.[F:22][C:23]1[C:28]([F:29])=[CH:27][CH:26]=[CH:25][C:24]=1[C:30](=[O:34])[CH2:31][C:32]#[N:33].C(O)(=O)C.N1CCCCC1.CCOCC. (7) Given the product [O:7]=[C:8]([N:22]1[CH2:27][CH2:26][N:25]2[C:28]([C:31]([F:34])([F:33])[F:32])=[N:29][N:30]=[C:24]2[CH2:23]1)[CH2:9][C@H:10]([NH2:21])[CH2:11][C:12]1[CH:17]=[C:16]([F:18])[C:15]([F:19])=[CH:14][C:13]=1[F:20], predict the reactants needed to synthesize it. The reactants are: C(O)C(F)(F)F.[O:7]=[C:8]([N:22]1[CH2:27][CH2:26][N:25]2[C:28]([C:31]([F:34])([F:33])[F:32])=[N:29][N:30]=[C:24]2[CH2:23]1)/[CH:9]=[C:10](\[NH2:21])/[CH2:11][C:12]1[CH:17]=[C:16]([F:18])[C:15]([F:19])=[CH:14][C:13]=1[F:20]. (8) Given the product [CH3:1][O:2][N:3]=[C:4]([C:35]1[CH:40]=[CH:39][CH:38]=[CH:37][CH:36]=1)[C:5]1[CH:6]=[C:7]2[CH:13]=[CH:12][N:11]([CH2:14][CH2:15][O:16][C:17]3[CH:18]=[CH:19][C:20]([CH2:23][CH:24]([O:29][CH2:30][C:31]([F:33])([F:32])[F:34])[C:25]([OH:27])=[O:26])=[CH:21][CH:22]=3)[C:8]2=[N:9][CH:10]=1, predict the reactants needed to synthesize it. The reactants are: [CH3:1][O:2][N:3]=[C:4]([C:35]1[CH:40]=[CH:39][CH:38]=[CH:37][CH:36]=1)[C:5]1[CH:6]=[C:7]2[CH:13]=[CH:12][N:11]([CH2:14][CH2:15][O:16][C:17]3[CH:22]=[CH:21][C:20]([CH2:23][CH:24]([O:29][CH2:30][C:31]([F:34])([F:33])[F:32])[C:25]([O:27]C)=[O:26])=[CH:19][CH:18]=3)[C:8]2=[N:9][CH:10]=1.O.[OH-].[Li+].